From a dataset of Reaction yield outcomes from USPTO patents with 853,638 reactions. Predict the reaction yield, written as a fraction of the theoretical maximum amount of product (1.0 means a 100% yield; for example, 0.34 means a 34% yield). (1) The yield is 0.920. The catalyst is C1COCC1.C(N(CC)CC)C. The reactants are [CH3:1][C:2]1[CH:3]=[C:4]2[C:8](=[CH:9][CH:10]=1)[C@@H:7]([OH:11])[CH:6]=[C:5]2[C:12]1[CH:17]=[CH:16][CH:15]=[CH:14][CH:13]=1.C1N2CCN(CC2)C1. The product is [CH3:1][C:2]1[CH:3]=[C:4]2[C:8](=[CH:9][CH:10]=1)[C:7](=[O:11])[CH2:6][C@H:5]2[C:12]1[CH:17]=[CH:16][CH:15]=[CH:14][CH:13]=1. (2) The reactants are [F:1][C:2]1[CH:7]=[CH:6][CH:5]=[C:4]([F:8])[C:3]=1[N:9]1[C:14]2[N:15]=[C:16]([S:32][CH3:33])[N:17]=[C:18]([C:19]3[CH:20]=[C:21]([CH:28]=[CH:29][C:30]=3[CH3:31])[C:22]([NH:24][CH2:25][CH2:26][CH3:27])=[O:23])[C:13]=2[CH2:12][NH:11][C:10]1=[O:34].C1C=C(Cl)C=C(C(OO)=[O:43])C=1.CCOC(C)=O.CCCCCC. The catalyst is C(Cl)Cl. The product is [F:1][C:2]1[CH:7]=[CH:6][CH:5]=[C:4]([F:8])[C:3]=1[N:9]1[C:14]2[N:15]=[C:16]([S:32]([CH3:33])=[O:43])[N:17]=[C:18]([C:19]3[CH:20]=[C:21]([CH:28]=[CH:29][C:30]=3[CH3:31])[C:22]([NH:24][CH2:25][CH2:26][CH3:27])=[O:23])[C:13]=2[CH2:12][NH:11][C:10]1=[O:34]. The yield is 0.770. (3) The reactants are [C:1]([O:7][CH2:8][CH3:9])(=[O:6])[CH2:2][C:3]([CH3:5])=O.[F:10][C:11]([F:27])([F:26])[C:12]1[CH:13]=[C:14]([CH:19]=[C:20]([C:22]([F:25])([F:24])[F:23])[CH:21]=1)[CH2:15][N:16]=[N+:17]=[N-:18].C(=O)([O-])[O-].[K+].[K+]. The catalyst is CS(C)=O. The product is [CH2:8]([O:7][C:1]([C:2]1[N:18]=[N:17][N:16]([CH2:15][C:14]2[CH:19]=[C:20]([C:22]([F:25])([F:24])[F:23])[CH:21]=[C:12]([C:11]([F:10])([F:26])[F:27])[CH:13]=2)[C:3]=1[CH3:5])=[O:6])[CH3:9]. The yield is 0.740. (4) The reactants are I[C:2]1[CH:7]=[CH:6][C:5]([C:8]2[N:9]=[N:10][N:11]([CH:13]3[CH2:19][CH2:18][C:17]4[CH:20]=[CH:21][CH:22]=[CH:23][C:16]=4[N:15]([CH2:24][C:25]([F:28])([F:27])[F:26])[C:14]3=[O:29])[CH:12]=2)=[CH:4][C:3]=1[O:30][CH3:31].[N:32]1[CH:37]=[CH:36][C:35](B(O)O)=[CH:34][CH:33]=1.C(=O)([O-])[O-].[Na+].[Na+]. The catalyst is O.O1CCOCC1.C1C=CC(P(C2C=CC=CC=2)[C-]2C=CC=C2)=CC=1.C1C=CC(P(C2C=CC=CC=2)[C-]2C=CC=C2)=CC=1.Cl[Pd]Cl.[Fe+2]. The product is [CH3:31][O:30][C:3]1[CH:4]=[C:5]([C:8]2[N:9]=[N:10][N:11]([CH:13]3[CH2:19][CH2:18][C:17]4[CH:20]=[CH:21][CH:22]=[CH:23][C:16]=4[N:15]([CH2:24][C:25]([F:28])([F:27])[F:26])[C:14]3=[O:29])[CH:12]=2)[CH:6]=[CH:7][C:2]=1[C:35]1[CH:36]=[CH:37][N:32]=[CH:33][CH:34]=1. The yield is 0.900. (5) The reactants are [F:1][C:2]([F:24])([F:23])[C:3]1[CH:4]=[C:5]([C:13]2[N:17]=[CH:16][N:15](/[CH:18]=[CH:19]/[C:20](O)=[O:21])[N:14]=2)[CH:6]=[C:7]([C:9]([F:12])([F:11])[F:10])[CH:8]=1.[NH:25]([C:27]1[CH:32]=[N:31][CH:30]=[CH:29][N:28]=1)[NH2:26].C(P1(=O)OP(CCC)(=O)OP(CCC)(=O)O1)CC.CCN(C(C)C)C(C)C. The catalyst is CCOC(C)=O.C1COCC1.CCOCC. The product is [F:1][C:2]([F:24])([F:23])[C:3]1[CH:4]=[C:5]([C:13]2[N:17]=[CH:16][N:15](/[CH:18]=[CH:19]/[C:20]([N:25]([C:27]3[CH:32]=[N:31][CH:30]=[CH:29][N:28]=3)[NH2:26])=[O:21])[N:14]=2)[CH:6]=[C:7]([C:9]([F:11])([F:12])[F:10])[CH:8]=1. The yield is 0.290.